This data is from Full USPTO retrosynthesis dataset with 1.9M reactions from patents (1976-2016). The task is: Predict the reactants needed to synthesize the given product. (1) Given the product [CH3:12][O:11][C:8]1[CH:9]=[CH:10][C:5]([N:4]([CH2:13][CH2:14][O:11][C:8]2[CH:9]=[CH:10][C:16]([OH:19])=[CH:6][CH:7]=2)[CH2:3][CH2:2][O:23][C:22]2[CH:29]=[CH:28][C:26]([OH:27])=[CH:25][CH:24]=2)=[CH:6][CH:7]=1, predict the reactants needed to synthesize it. The reactants are: Cl[CH2:2][CH2:3][N:4]([CH2:13][CH2:14]Cl)[C:5]1[CH:10]=[CH:9][C:8]([O:11][CH3:12])=[CH:7][CH:6]=1.[C:16]([O-:19])([O-])=O.[K+].[K+].[C:22]1([CH:29]=[CH:28][C:26]([OH:27])=[CH:25][CH:24]=1)[OH:23]. (2) Given the product [Cl:1][C:2]1[CH:3]=[C:4]2[C:9](=[CH:10][C:11]=1[C:12]([N:71]1[CH2:72][CH2:73][CH2:74][CH2:75][CH:70]1[CH2:69][CH2:68][CH2:67][CH2:66][N:65]([CH2:76][CH3:77])[CH2:63][CH3:64])=[O:14])[N:8]=[CH:7][N:6]=[C:5]2[NH:15][CH:16]([C:18]1[NH:22][C:21]2[CH:23]=[CH:24][C:25]([Cl:27])=[CH:26][C:20]=2[N:19]=1)[CH3:17], predict the reactants needed to synthesize it. The reactants are: [Cl:1][C:2]1[CH:3]=[C:4]2[C:9](=[CH:10][C:11]=1[C:12]([OH:14])=O)[N:8]=[CH:7][N:6]=[C:5]2[NH:15][CH:16]([C:18]1[NH:22][C:21]2[CH:23]=[CH:24][C:25]([Cl:27])=[CH:26][C:20]=2[N:19]=1)[CH3:17].FC1C(OC(N(C)C)=[N+](C)C)=C(F)C(F)=C(F)C=1F.F[P-](F)(F)(F)(F)F.C(N(C(C)C)CC)(C)C.[CH2:63]([N:65]([CH2:76][CH3:77])[CH2:66][CH2:67][CH2:68][CH2:69][CH:70]1[CH2:75][CH2:74][CH2:73][CH2:72][NH:71]1)[CH3:64].FC(F)(F)C(O)=O. (3) Given the product [C:15]([CH:2]1[CH2:3][CH2:4][O:5][C:1]1=[O:6])(=[O:18])[CH2:16][CH3:17], predict the reactants needed to synthesize it. The reactants are: [C:1]1(=[O:6])[O:5][CH2:4][CH2:3][CH2:2]1.[Li+].CC([N-]C(C)C)C.[C:15](Cl)(=[O:18])[CH2:16][CH3:17].Cl. (4) The reactants are: CS([O:5][CH2:6][C:7]1[C:8]([C:26]([F:29])([F:28])[F:27])=[N:9][N:10]([CH:12]2[CH2:17][CH2:16][N:15]([C:18]3[N:23]=[CH:22][C:21]([CH2:24][CH3:25])=[CH:20][N:19]=3)[CH2:14][CH2:13]2)[CH:11]=1)(=O)=O.[F:30][C:31]1[CH:36]=[C:35]([S:37]([CH3:40])(=[O:39])=[O:38])[CH:34]=[CH:33][C:32]=1O. Given the product [CH2:24]([C:21]1[CH:22]=[N:23][C:18]([N:15]2[CH2:14][CH2:13][CH:12]([N:10]3[CH:11]=[C:7]([CH2:6][O:5][C:32]4[CH:33]=[CH:34][C:35]([S:37]([CH3:40])(=[O:39])=[O:38])=[CH:36][C:31]=4[F:30])[C:8]([C:26]([F:27])([F:28])[F:29])=[N:9]3)[CH2:17][CH2:16]2)=[N:19][CH:20]=1)[CH3:25], predict the reactants needed to synthesize it. (5) Given the product [F:16][C:13]1[CH:14]=[CH:15][C:10]([C:9]2[N:5]([CH2:4][CH2:3][CH2:2][NH:1][C:36](=[O:38])[CH3:37])[N:6]=[C:7]([CH3:28])[C:8]=2[C:17]2[CH:18]=[CH:19][C:20]3[O:25][CH2:24][C:23](=[O:26])[NH:22][C:21]=3[CH:27]=2)=[CH:11][CH:12]=1, predict the reactants needed to synthesize it. The reactants are: [NH2:1][CH2:2][CH2:3][CH2:4][N:5]1[C:9]([C:10]2[CH:15]=[CH:14][C:13]([F:16])=[CH:12][CH:11]=2)=[C:8]([C:17]2[CH:18]=[CH:19][C:20]3[O:25][CH2:24][C:23](=[O:26])[NH:22][C:21]=3[CH:27]=2)[C:7]([CH3:28])=[N:6]1.C(N(CC)CC)C.[C:36](Cl)(=[O:38])[CH3:37].O.